From a dataset of Full USPTO retrosynthesis dataset with 1.9M reactions from patents (1976-2016). Predict the reactants needed to synthesize the given product. (1) Given the product [Cl:23][C:20]1[CH:21]=[CH:22][C:17]([CH2:16][C:15]([NH:14][CH:11]2[CH2:12][CH2:13][NH:8][CH2:9][CH2:10]2)=[O:24])=[CH:18][CH:19]=1, predict the reactants needed to synthesize it. The reactants are: C(OC([N:8]1[CH2:13][CH2:12][CH:11]([NH:14][C:15](=[O:24])[CH2:16][C:17]2[CH:22]=[CH:21][C:20]([Cl:23])=[CH:19][CH:18]=2)[CH2:10][CH2:9]1)=O)(C)(C)C.FC(F)(F)C(O)=O. (2) Given the product [F:1][C:2]1[CH:7]=[CH:6][C:5]([C@H:8]([NH:10][C@H:11]2[CH2:15][CH2:14][C@@H:13]([C:16]3[CH:17]=[CH:18][C:19]([C:20]([OH:22])=[O:21])=[CH:24][CH:25]=3)[CH2:12]2)[CH3:9])=[CH:4][C:3]=1[O:26][CH3:27], predict the reactants needed to synthesize it. The reactants are: [F:1][C:2]1[CH:7]=[CH:6][C:5]([C@H:8]([NH:10][C@H:11]2[CH2:15][CH2:14][C@@H:13]([C:16]3[CH:25]=[CH:24][C:19]([C:20]([O:22]C)=[O:21])=[CH:18][CH:17]=3)[CH2:12]2)[CH3:9])=[CH:4][C:3]=1[O:26][CH3:27].[OH-].[Na+]. (3) Given the product [C:30]([O:29][C:27]([N:10]([CH2:9][CH2:8][C:6]1[CH:7]=[C:2]([F:1])[CH:3]=[CH:4][C:5]=1[OH:26])[CH:11]1[CH2:20][CH2:19][CH2:18][C:17]2[N:16]=[C:15]([C:21]([O:23][CH2:24][CH3:25])=[O:22])[CH:14]=[CH:13][C:12]1=2)=[O:28])([CH3:33])([CH3:32])[CH3:31], predict the reactants needed to synthesize it. The reactants are: [F:1][C:2]1[CH:3]=[CH:4][C:5]([OH:26])=[C:6]([CH2:8][CH2:9][NH:10][CH:11]2[CH2:20][CH2:19][CH2:18][C:17]3[N:16]=[C:15]([C:21]([O:23][CH2:24][CH3:25])=[O:22])[CH:14]=[CH:13][C:12]2=3)[CH:7]=1.[C:27](O[C:27]([O:29][C:30]([CH3:33])([CH3:32])[CH3:31])=[O:28])([O:29][C:30]([CH3:33])([CH3:32])[CH3:31])=[O:28]. (4) Given the product [C:4](/[CH:6]=[CH:7]/[C:8]1[C:17]([O:18][CH3:19])=[C:16]2[C:11]([CH:12]=[N:13][C:14]([NH:20][CH3:21])=[N:15]2)=[C:10]([C:22]2[CH:27]=[CH:26][CH:25]=[C:24]([Cl:28])[CH:23]=2)[CH:9]=1)([OH:5])=[O:3], predict the reactants needed to synthesize it. The reactants are: C([O:3][C:4](/[CH:6]=[CH:7]/[C:8]1[C:17]([O:18][CH3:19])=[C:16]2[C:11]([CH:12]=[N:13][C:14]([NH:20][CH3:21])=[N:15]2)=[C:10]([C:22]2[CH:27]=[CH:26][CH:25]=[C:24]([Cl:28])[CH:23]=2)[CH:9]=1)=[O:5])C.[OH-].[Na+]. (5) Given the product [OH:4][CH2:5][C:7]1[C:8]([C:17]2[C:22]([O:23][CH3:24])=[CH:21][C:20]([O:25][CH3:26])=[CH:19][C:18]=2[CH2:27][OH:28])=[C:9]([O:15][CH3:16])[CH:10]=[C:11]([O:13][CH3:14])[CH:12]=1, predict the reactants needed to synthesize it. The reactants are: CO.C[O:4][C:5]([C:7]1[C:8]([C:17]2[C:18]([C:27](OC)=[O:28])=[CH:19][C:20]([O:25][CH3:26])=[CH:21][C:22]=2[O:23][CH3:24])=[C:9]([O:15][CH3:16])[CH:10]=[C:11]([O:13][CH3:14])[CH:12]=1)=O.[H-].[H-].[H-].[H-].[Li+].[Al+3]. (6) Given the product [Cl:20][C:19]1[CH:30]=[CH:31][C:26]([O:25][CH3:24])=[CH:27][C:28]=1[C:32](=[O:34])[CH3:33], predict the reactants needed to synthesize it. The reactants are: [B-](F)(F)(F)F.[B-](F)(F)(F)F.C1[N+]2([CH2:19][Cl:20])CC[N+](F)(CC2)C1.[Cl-].[Na+].[CH3:24][O:25][C:26]1[CH:27]=[C:28]([C:32](=[O:34])[CH3:33])C=[CH:30][CH:31]=1. (7) Given the product [F:28][C:29]1[CH:34]=[CH:33][C:32]([S:35]([NH:24][CH2:23][CH2:22][CH2:21][CH2:20][C@@H:19]([C:25]([OH:27])=[O:26])[NH:18][C:16]([O:15][CH2:14][CH:12]2[C:11]3[CH:10]=[CH:9][CH:8]=[CH:7][C:6]=3[C:5]3[C:13]2=[CH:1][CH:2]=[CH:3][CH:4]=3)=[O:17])(=[O:37])=[O:36])=[CH:31][CH:30]=1, predict the reactants needed to synthesize it. The reactants are: [CH:1]1[C:13]2[CH:12]([CH2:14][O:15][C:16]([NH:18][C@H:19]([C:25]([OH:27])=[O:26])[CH2:20][CH2:21][CH2:22][CH2:23][NH2:24])=[O:17])[C:11]3[C:6](=[CH:7][CH:8]=[CH:9][CH:10]=3)[C:5]=2[CH:4]=[CH:3][CH:2]=1.[F:28][C:29]1[CH:34]=[CH:33][C:32]([S:35](Cl)(=[O:37])=[O:36])=[CH:31][CH:30]=1. (8) Given the product [C:14]([C:9]1[CH:10]=[CH:11][CH:12]=[CH:13][C:8]=1[N:6]1[C:5](=[O:16])[C:4]([C:17]2[CH:22]=[CH:21][CH:20]=[CH:19][CH:18]=2)=[CH:3][C:2]([C:28]2[CH:33]=[N:32][CH:31]=[CH:30][N:29]=2)=[N:7]1)#[N:15], predict the reactants needed to synthesize it. The reactants are: Cl[C:2]1[CH:3]=[C:4]([C:17]2[CH:22]=[CH:21][CH:20]=[CH:19][CH:18]=2)[C:5](=[O:16])[N:6]([C:8]2[CH:13]=[CH:12][CH:11]=[CH:10][C:9]=2[C:14]#[N:15])[N:7]=1.C([Sn](CCCC)(CCCC)[C:28]1[CH:33]=[N:32][CH:31]=[CH:30][N:29]=1)CCC. (9) Given the product [CH3:15][N:16]1[CH2:21][CH2:20][CH:19]([NH:22][C:2]2[CH:7]=[CH:6][C:5]([N+:8]([O-:10])=[O:9])=[CH:4][C:3]=2[C:11]([F:14])([F:13])[F:12])[CH2:18][CH2:17]1, predict the reactants needed to synthesize it. The reactants are: F[C:2]1[CH:7]=[CH:6][C:5]([N+:8]([O-:10])=[O:9])=[CH:4][C:3]=1[C:11]([F:14])([F:13])[F:12].[CH3:15][N:16]1[CH2:21][CH2:20][CH:19]([NH2:22])[CH2:18][CH2:17]1.C([O-])(O)=O.[Na+]. (10) Given the product [NH:1]1[C:9]2[C:4](=[CH:5][CH:6]=[CH:7][CH:8]=2)[C:3]([CH2:10][CH2:11][CH2:12][CH2:13][OH:14])=[CH:2]1, predict the reactants needed to synthesize it. The reactants are: [NH:1]1[C:9]2[C:4](=[CH:5][CH:6]=[CH:7][CH:8]=2)[C:3]([CH2:10][CH2:11][CH2:12][C:13](OCC)=[O:14])=[CH:2]1.[H-].[Al+3].[Li+].[H-].[H-].[H-].